Dataset: Reaction yield outcomes from USPTO patents with 853,638 reactions. Task: Predict the reaction yield, written as a fraction of the theoretical maximum amount of product (1.0 means a 100% yield; for example, 0.34 means a 34% yield). (1) The reactants are [CH:1]1([C:4](Cl)=[O:5])[CH2:3][CH2:2]1.[NH:7]1[CH2:12][CH2:11][CH:10]([N:13]2[CH:17]=[C:16]([O:18][C:19]3[N:20]=[C:21]([OH:29])[C:22]4[CH:28]=[CH:27][N:26]=[CH:25][C:23]=4[N:24]=3)[CH:15]=[N:14]2)[CH2:9][CH2:8]1. No catalyst specified. The product is [CH:1]1([C:4]([N:7]2[CH2:8][CH2:9][CH:10]([N:13]3[CH:17]=[C:16]([O:18][C:19]4[N:20]=[C:21]([OH:29])[C:22]5[CH:28]=[CH:27][N:26]=[CH:25][C:23]=5[N:24]=4)[CH:15]=[N:14]3)[CH2:11][CH2:12]2)=[O:5])[CH2:3][CH2:2]1. The yield is 0.250. (2) The reactants are [N+:1]([C:4]1[CH:5]=[C:6]([CH:9]=[CH:10][CH:11]=1)[CH2:7]Br)([O-:3])=[O:2].C(=O)([O-])[O-].[K+].[K+].[Cl:18][C:19]1[CH:24]=[CH:23][C:22]([C:25]2[CH2:30][S:29][C:28](=[O:31])[NH:27][N:26]=2)=[CH:21][CH:20]=1.O. The catalyst is C(#N)C. The product is [Cl:18][C:19]1[CH:20]=[CH:21][C:22]([C:25]2[CH2:30][S:29][C:28](=[O:31])[N:27]([CH2:7][C:6]3[CH:9]=[CH:10][CH:11]=[C:4]([N+:1]([O-:3])=[O:2])[CH:5]=3)[N:26]=2)=[CH:23][CH:24]=1. The yield is 0.860. (3) The reactants are C([O:4][C:5]1[CH:13]=[CH:12][C:11]([Br:14])=[CH:10][C:6]=1[C:7]([OH:9])=O)(=O)C.[NH2:15][C:16]1[O:17][C:18]([CH2:23][CH3:24])=[C:19]([CH2:21][CH3:22])[N:20]=1. No catalyst specified. The product is [Br:14][C:11]1[CH:12]=[CH:13][C:5]([OH:4])=[C:6]([CH:10]=1)[C:7]([NH:15][C:16]1[O:17][C:18]([CH2:23][CH3:24])=[C:19]([CH2:21][CH3:22])[N:20]=1)=[O:9]. The yield is 0.220.